Predict the reaction yield, written as a fraction of the theoretical maximum amount of product (1.0 means a 100% yield; for example, 0.34 means a 34% yield). From a dataset of Reaction yield outcomes from USPTO patents with 853,638 reactions. (1) The yield is 0.470. The catalyst is ClCCl. The product is [F:39][C:34]1[CH:35]=[CH:36][CH:37]=[CH:38][C:33]=1[O:32][C:9]1[C:10]([C:14]2[CH:15]=[N:16][N:17]([CH:19]3[CH2:24][CH2:23][NH:22][CH2:21][CH2:20]3)[CH:18]=2)=[CH:11][CH:12]=[C:13]2[C:8]=1[CH2:7][CH2:6][C@H:5]([CH3:40])[N:4]2[C:1](=[O:3])[CH3:2]. The reactants are [C:1]([N:4]1[C:13]2[C:8](=[C:9]([O:32][C:33]3[CH:38]=[CH:37][CH:36]=[CH:35][C:34]=3[F:39])[C:10]([C:14]3[CH:15]=[N:16][N:17]([CH:19]4[CH2:24][CH2:23][N:22](C(OC(C)(C)C)=O)[CH2:21][CH2:20]4)[CH:18]=3)=[CH:11][CH:12]=2)[CH2:7][CH2:6][C@@H:5]1[CH3:40])(=[O:3])[CH3:2].FC(F)(F)C(O)=O.C(=O)([O-])[O-].[K+].[K+]. (2) The reactants are [CH3:1][O:2][C@@H:3]1[CH2:8][CH2:7][C@H:6]([NH:9][C:10](=[O:19])[O:11][CH2:12][C:13]2[CH:18]=[CH:17][CH:16]=[CH:15][CH:14]=2)[C@H:5]([CH2:20][O:21]C(C2C=CC=CC=2)(C2C=CC=CC=2)C2C=CC=CC=2)[CH2:4]1. The catalyst is C(O)(=O)C.CC#N. The product is [OH:21][CH2:20][C@@H:5]1[CH2:4][C@H:3]([O:2][CH3:1])[CH2:8][CH2:7][C@@H:6]1[NH:9][C:10](=[O:19])[O:11][CH2:12][C:13]1[CH:14]=[CH:15][CH:16]=[CH:17][CH:18]=1. The yield is 0.830. (3) The reactants are [Br:1][C:2]1[C:3]([F:12])=[C:4]2[C:10]([NH2:11])=[CH:9][NH:8][C:5]2=[N:6][CH:7]=1.[N:13]1[CH:18]=[CH:17][N:16]=[CH:15][C:14]=1[C:19](O)=[O:20].C1N(P(Cl)(N2C(=O)OCC2)=O)C(=O)OC1.C(N(CC)CC)C.[Li+].[OH-]. The catalyst is C(Cl)Cl.O. The product is [Br:1][C:2]1[C:3]([F:12])=[C:4]2[C:10]([NH:11][C:19]([C:14]3[CH:15]=[N:16][CH:17]=[CH:18][N:13]=3)=[O:20])=[CH:9][NH:8][C:5]2=[N:6][CH:7]=1. The yield is 0.610. (4) The reactants are [Cl:1][C:2]1[C:3]([CH:18]([S:27]([C:30]2[CH:35]=[CH:34][C:33]([Cl:36])=[CH:32][CH:31]=2)(=[O:29])=[O:28])[C:19]2[CH:24]=[C:23]([F:25])[CH:22]=[CH:21][C:20]=2[F:26])=[CH:4][C:5]([NH:8][CH2:9][CH2:10][N+:11]2([O-])[CH2:16][CH2:15][O:14][CH2:13][CH2:12]2)=[N:6][CH:7]=1.C(=O)([O-])[O-].[K+].[K+]. The catalyst is C(O)(=O)C.O.[Fe]. The product is [Cl:1][C:2]1[C:3]([CH:18]([S:27]([C:30]2[CH:31]=[CH:32][C:33]([Cl:36])=[CH:34][CH:35]=2)(=[O:28])=[O:29])[C:19]2[CH:24]=[C:23]([F:25])[CH:22]=[CH:21][C:20]=2[F:26])=[CH:4][C:5]([NH:8][CH2:9][CH2:10][N:11]2[CH2:16][CH2:15][O:14][CH2:13][CH2:12]2)=[N:6][CH:7]=1. The yield is 0.400. (5) The yield is 0.630. The reactants are [Br:1][C:2]1[C:3]([NH2:11])=[N:4][CH:5]=[C:6](Br)[C:7]=1[CH2:8][CH3:9].O.[F:13][C:14]1[CH:19]=[C:18]([O:20][CH3:21])[CH:17]=[CH:16][C:15]=1B(O)O.C([O-])([O-])=O.[Na+].[Na+]. The product is [Br:1][C:2]1[C:3]([NH2:11])=[N:4][CH:5]=[C:6]([C:15]2[CH:16]=[CH:17][C:18]([O:20][CH3:21])=[CH:19][C:14]=2[F:13])[C:7]=1[CH2:8][CH3:9]. The catalyst is O1CCOCC1.Cl[Pd](Cl)([P](C1C=CC=CC=1)(C1C=CC=CC=1)C1C=CC=CC=1)[P](C1C=CC=CC=1)(C1C=CC=CC=1)C1C=CC=CC=1. (6) The reactants are C([O:5][C:6](=[O:36])[CH2:7][N:8]1[CH:12]=[C:11]([NH:13][C:14]([C:16]2[CH:17]=[N:18][N:19]3[CH:24]=[CH:23][CH:22]=[N:21][C:20]=23)=[O:15])[C:10]([C:25]2[CH:30]=[C:29]([Cl:31])[CH:28]=[CH:27][C:26]=2[O:32][CH:33]([F:35])[F:34])=[N:9]1)(C)(C)C.C(O)(C(F)(F)F)=O. The catalyst is ClCCl. The product is [Cl:31][C:29]1[CH:28]=[CH:27][C:26]([O:32][CH:33]([F:35])[F:34])=[C:25]([C:10]2[C:11]([NH:13][C:14]([C:16]3[CH:17]=[N:18][N:19]4[CH:24]=[CH:23][CH:22]=[N:21][C:20]=34)=[O:15])=[CH:12][N:8]([CH2:7][C:6]([OH:36])=[O:5])[N:9]=2)[CH:30]=1. The yield is 0.990. (7) The reactants are Br[C:2]1[CH:3]=[C:4]2[C:24]([C:25]([CH3:28])([CH3:27])[CH:26]=1)=[C:7]1[N:8]=[C:9]3[C:14](=[CH:15][C:6]1=[CH:5]2)[C:13]1[CH:16]=[CH:17][CH:18]=[CH:19][C:12]=1[C:11]1[CH:20]=[CH:21][CH:22]=[CH:23][C:10]3=1.[B:29]1([B:29]2[O:33][C:32]([CH3:35])([CH3:34])[C:31]([CH3:37])([CH3:36])[O:30]2)[O:33][C:32]([CH3:35])([CH3:34])[C:31]([CH3:37])([CH3:36])[O:30]1.C([O-])(=O)C.[K+]. The catalyst is C1C=CC([P]([Pd]([P](C2C=CC=CC=2)(C2C=CC=CC=2)C2C=CC=CC=2)([P](C2C=CC=CC=2)(C2C=CC=CC=2)C2C=CC=CC=2)[P](C2C=CC=CC=2)(C2C=CC=CC=2)C2C=CC=CC=2)(C2C=CC=CC=2)C2C=CC=CC=2)=CC=1.O1CCOCC1. The product is [CH3:36][C:31]1([CH3:37])[C:32]([CH3:35])([CH3:34])[O:33][BH:29][O:30]1.[CH3:27][C:25]1([CH3:28])[C:24]2[C:4]([CH:5]=[C:6]3[CH:15]=[C:14]4[C:9]([C:10]5[CH:23]=[CH:22][CH:21]=[CH:20][C:11]=5[C:12]5[CH:19]=[CH:18][CH:17]=[CH:16][C:13]=54)=[N:8][C:7]3=2)=[CH:3][CH:2]=[CH:26]1. The yield is 0.720. (8) The reactants are [CH3:1][O:2][C:3]1[CH:11]=[C:10]2[C:6]([C:7]([CH:13]=O)=[CH:8][N:9]2[CH3:12])=[CH:5][CH:4]=1.C[C:16]1[NH:17]C2C(C=1C=O)=CC=CC=2. No catalyst specified. The product is [CH3:1][O:2][C:3]1[CH:11]=[C:10]2[C:6]([C:7]([CH2:13][NH:17][CH3:16])=[CH:8][N:9]2[CH3:12])=[CH:5][CH:4]=1. The yield is 0.870. (9) The reactants are [OH:1][N:2]1[C:6](=[O:7])[CH2:5][CH2:4][C:3]1=[O:8].[CH3:9][O:10][C:11]([C@H:13]1[CH2:18][CH2:17][C@H:16]([C:19](O)=[O:20])[CH2:15][CH2:14]1)=[O:12]. The catalyst is C1COCC1. The product is [O:8]=[C:3]1[CH2:4][CH2:5][C:6](=[O:7])[N:2]1[O:1][C:19]([C@H:16]1[CH2:15][CH2:14][C@H:13]([C:11]([O:10][CH3:9])=[O:12])[CH2:18][CH2:17]1)=[O:20]. The yield is 0.780. (10) The reactants are Cl.[Cl:2][C:3]1[CH:4]=[CH:5][C:6]2[N:15]3[C:11](=[N:12][N:13]=[C:14]3[C@H:16]3[CH2:21][CH2:20][C@H:19]([O:22][C:23]4[CH:28]=[CH:27][CH:26]=[CH:25][CH:24]=4)[CH2:18][CH2:17]3)[CH2:10][NH:9][CH2:8][C:7]=2[CH:29]=1.C(N(CC)CC)C.[C:37](Cl)(=[O:39])[CH3:38]. The catalyst is ClCCl. The product is [Cl:2][C:3]1[CH:4]=[CH:5][C:6]2[N:15]3[C:11](=[N:12][N:13]=[C:14]3[C@H:16]3[CH2:17][CH2:18][C@H:19]([O:22][C:23]4[CH:24]=[CH:25][CH:26]=[CH:27][CH:28]=4)[CH2:20][CH2:21]3)[CH2:10][N:9]([C:37](=[O:39])[CH3:38])[CH2:8][C:7]=2[CH:29]=1. The yield is 0.540.